Dataset: Forward reaction prediction with 1.9M reactions from USPTO patents (1976-2016). Task: Predict the product of the given reaction. (1) Given the reactants [Br:1][C:2]1[CH:3]=[N:4][N:5]2[CH:10]=[CH:9][C:8]([CH2:11][CH3:12])=[CH:7][C:6]=12.C1C(=O)N([Br:20])C(=O)C1.C(OOC(=O)C1C=CC=CC=1)(=O)C1C=CC=CC=1.O, predict the reaction product. The product is: [Br:1][C:2]1[CH:3]=[N:4][N:5]2[CH:10]=[CH:9][C:8]([CH:11]([Br:20])[CH3:12])=[CH:7][C:6]=12. (2) Given the reactants [CH3:1][N:2]1[CH:6]=[CH:5][C:4]([NH:7][C:8]([C:10]2[C:15]([NH:16][C:17]3[CH:18]=NC=[CH:21][CH:22]=3)=[CH:14][CH:13]=[C:12]([CH3:23])[N:11]=2)=[O:9])=[N:3]1.BrC1C=C[N:28]=[C:27]([Cl:31])C=1, predict the reaction product. The product is: [CH3:1][N:2]1[CH:6]=[CH:5][C:4]([NH:7][C:8]([C:10]2[C:15]([NH:16][C:17]3[CH:22]=[CH:21][N:28]=[C:27]([Cl:31])[CH:18]=3)=[CH:14][CH:13]=[C:12]([CH3:23])[N:11]=2)=[O:9])=[N:3]1. (3) Given the reactants [Cl:1][C:2]1[CH:16]=[CH:15][C:5]2[NH:6][C:7]3[CH:14]=[CH:13][CH:12]=[CH:11][C:8]=3[CH2:9][CH2:10][C:4]=2[CH:3]=1.[Cl:17][CH2:18][C:19](Cl)=[O:20], predict the reaction product. The product is: [Cl:17][CH2:18][C:19]([N:6]1[C:7]2[CH:14]=[CH:13][CH:12]=[CH:11][C:8]=2[CH2:9][CH2:10][C:4]2[CH:3]=[C:2]([Cl:1])[CH:16]=[CH:15][C:5]1=2)=[O:20]. (4) Given the reactants [Si:1]([O:8][CH:9]1[CH2:32][CH2:31][C@@:30]2([CH3:33])[C@@H:11]([CH2:12][CH2:13][C:14]3[C:15]4[C@:26]([CH3:34])([CH2:27][CH2:28][C:29]=32)[C@@H:18]([C@H:19]([CH3:25])[CH2:20][CH2:21][C:22](O)=O)[CH2:17][CH:16]=4)[C:10]1([CH3:36])[CH3:35])([C:4]([CH3:7])([CH3:6])[CH3:5])([CH3:3])[CH3:2].[NH3:37].[H-].[Al+3].[Li+].[H-].[H-].[H-], predict the reaction product. The product is: [Si:1]([O:8][C@H:9]1[CH2:32][CH2:31][C@@:30]2([CH3:33])[C@@H:11]([CH2:12][CH2:13][C:14]3[C:15]4[C@:26]([CH3:34])([CH2:27][CH2:28][C:29]=32)[C@@H:18]([C@H:19]([CH3:25])[CH2:20][CH2:21][CH2:22][NH2:37])[CH2:17][CH:16]=4)[C:10]1([CH3:36])[CH3:35])([C:4]([CH3:7])([CH3:6])[CH3:5])([CH3:3])[CH3:2]. (5) Given the reactants [Cl:1][C:2]1[C:27]([OH:28])=[CH:26][C:5]2[C:6]([C:9]3[CH:14]=[CH:13][C:12]([O:15][C:16]4[CH:21]=[CH:20][C:19]([Cl:22])=[CH:18][CH:17]=4)=[CH:11][C:10]=3[CH2:23][CH2:24][CH3:25])=[N:7][O:8][C:4]=2[CH:3]=1.[C:29]([O:34]C)(=[O:33])[C@@H:30]([CH3:32])O, predict the reaction product. The product is: [Cl:1][C:2]1[C:27]([O:28][C@@H:30]([CH3:32])[C:29]([OH:34])=[O:33])=[CH:26][C:5]2[C:6]([C:9]3[CH:14]=[CH:13][C:12]([O:15][C:16]4[CH:17]=[CH:18][C:19]([Cl:22])=[CH:20][CH:21]=4)=[CH:11][C:10]=3[CH2:23][CH2:24][CH3:25])=[N:7][O:8][C:4]=2[CH:3]=1. (6) Given the reactants C(O[C:9]([N:11]1[CH2:16][CH2:15][N:14]([CH2:17][C:18]2[CH:27]=[C:26]3[C:21]([C:22]([NH2:28])=[N:23][CH:24]=[N:25]3)=[CH:20][CH:19]=2)[C:13](=[O:29])[CH:12]1[CH2:30][O:31][CH3:32])=[O:10])C1C=CC=CC=1.C(N(CC)C(C)C)(C)C.CN(C(ON1N=NC2C=CC=CC1=2)=[N+](C)C)C.[B-](F)(F)(F)F.[Cl:64][C:65]1[S:69][C:68]([O:70][CH2:71]C(O)=O)=[CH:67][CH:66]=1, predict the reaction product. The product is: [NH2:28][C:22]1[C:21]2[C:26](=[CH:27][C:18]([CH2:17][N:14]3[CH2:15][CH2:16][N:11]([C:9](=[O:10])[CH2:71][O:70][C:68]4[S:69][C:65]([Cl:64])=[CH:66][CH:67]=4)[C@@H:12]([CH2:30][O:31][CH3:32])[C:13]3=[O:29])=[CH:19][CH:20]=2)[N:25]=[CH:24][N:23]=1. (7) Given the reactants [Na].[Cl-].[NH2:3][C:4]([NH2:6])=[NH2+:5].[Br:7][C:8]1[CH:9]=[C:10]2[C:14](=[CH:15][CH:16]=1)[CH:13]([CH2:17][C:18](OCC)=[O:19])[N:12]([CH2:23][CH:24]([CH3:26])[CH3:25])[C:11]2=[O:27].[Br:28][C:29]1[CH:37]=[C:36]2[C:32]([C:33](=[O:48])[N:34]([CH2:44][CH:45]([CH3:47])[CH3:46])[CH:35]2[CH2:38][C:39](OCC)=[O:40])=[CH:31][CH:30]=1, predict the reaction product. The product is: [Br:28][C:29]1[CH:37]=[C:36]2[C:32]([C:33](=[O:48])[N:34]([CH2:44][CH:45]([CH3:46])[CH3:47])[CH:35]2[CH2:38][C:39]([NH:5][C:4]([NH2:6])=[NH:3])=[O:40])=[CH:31][CH:30]=1.[Br:7][C:8]1[CH:9]=[C:10]2[C:14](=[CH:15][CH:16]=1)[CH:13]([CH2:17][C:18]([NH:5][C:4]([NH2:6])=[NH:3])=[O:19])[N:12]([CH2:23][CH:24]([CH3:25])[CH3:26])[C:11]2=[O:27].